From a dataset of Full USPTO retrosynthesis dataset with 1.9M reactions from patents (1976-2016). Predict the reactants needed to synthesize the given product. (1) Given the product [CH2:1]([N:8]1[C:16]2[C:11](=[CH:12][C:13]([C:17]([O:26][Si:40]([CH2:45][CH3:46])([CH2:43][CH3:44])[CH2:41][CH3:42])([C:22]([F:25])([F:23])[F:24])[C:18]([F:19])([F:20])[F:21])=[CH:14][CH:15]=2)[CH:10]=[C:9]1[CH:27]=[O:28])[C:2]1[CH:3]=[CH:4][CH:5]=[CH:6][CH:7]=1, predict the reactants needed to synthesize it. The reactants are: [CH2:1]([N:8]1[C:16]2[C:11](=[CH:12][C:13]([C:17]([OH:26])([C:22]([F:25])([F:24])[F:23])[C:18]([F:21])([F:20])[F:19])=[CH:14][CH:15]=2)[CH:10]=[C:9]1[CH:27]=[O:28])[C:2]1[CH:7]=[CH:6][CH:5]=[CH:4][CH:3]=1.C1CCN2C(=NCCC2)CC1.[Si:40](Cl)([CH2:45][CH3:46])([CH2:43][CH3:44])[CH2:41][CH3:42].[NH4+].[Cl-]. (2) Given the product [CH3:1][O:2][C:3](=[O:17])[C:4]1[CH:5]=[C:6]([N:25]2[C:35]3[C:30](=[CH:31][CH:32]=[CH:33][CH:34]=3)[C@:28]3([C:19]4([CH2:24][CH2:23][O:22][CH2:21][CH2:20]4)[CH2:18]3)[C:26]2=[O:27])[CH:7]=[C:8]([N:10]2[CH2:14][CH2:13][O:12][C:11]2=[O:15])[CH:9]=1, predict the reactants needed to synthesize it. The reactants are: [CH3:1][O:2][C:3](=[O:17])[C:4]1[CH:9]=[C:8]([N:10]2[CH2:14][CH2:13][O:12][C:11]2=[O:15])[CH:7]=[C:6](Br)[CH:5]=1.[CH2:18]=[C:19]1[CH2:24][CH2:23][O:22][CH2:21][CH2:20]1.[NH:25]1[C:35]2[C:30](=[CH:31][CH:32]=[CH:33][CH:34]=2)[C:28](=O)[C:26]1=[O:27]. (3) The reactants are: Br[C:2]1[C:7]([C:8]([F:11])([F:10])[F:9])=[CH:6][CH:5]=[CH:4][C:3]=1[F:12].[NH2:13][C:14]1[CH:19]=[CH:18][C:17](B2OC(C)(C)C(C)(C)O2)=[CH:16][C:15]=1[N+:29]([O-:31])=[O:30].C(Cl)Cl.C([O-])([O-])=O.[Na+].[Na+]. Given the product [F:12][C:3]1[C:2]([C:17]2[CH:18]=[CH:19][C:14]([NH2:13])=[C:15]([N+:29]([O-:31])=[O:30])[CH:16]=2)=[C:7]([C:8]([F:11])([F:10])[F:9])[CH:6]=[CH:5][CH:4]=1, predict the reactants needed to synthesize it. (4) Given the product [ClH:36].[ClH:36].[F:1][C:2]1[C:7]([C:8]2[C:9](=[O:34])[NH:10][C:11](=[O:33])[N:12]([CH2:14][CH2:15][CH2:16][N:17]3[CH2:22][C@H:21]4[C@:19]([C:23]5[CH:28]=[CH:27][C:26]([C:29]([F:32])([F:31])[F:30])=[CH:25][CH:24]=5)([CH2:20]4)[CH2:18]3)[CH:13]=2)=[CH:6][CH:5]=[C:4]([F:35])[N:3]=1, predict the reactants needed to synthesize it. The reactants are: [F:1][C:2]1[C:7]([C:8]2[C:9](=[O:34])[NH:10][C:11](=[O:33])[N:12]([CH2:14][CH2:15][CH2:16][N:17]3[CH2:22][C@H:21]4[C@:19]([C:23]5[CH:28]=[CH:27][C:26]([C:29]([F:32])([F:31])[F:30])=[CH:25][CH:24]=5)([CH2:20]4)[CH2:18]3)[CH:13]=2)=[CH:6][CH:5]=[C:4]([F:35])[N:3]=1.[ClH:36]. (5) Given the product [F:25][C:20]1[CH:21]=[C:22]([F:24])[CH:23]=[C:2]([F:1])[C:3]=1[C:4]([NH:6][C:7]1[CH:12]=[CH:11][CH:10]=[C:9]([O:13][CH:14]2[CH2:15][CH2:16][N:17]([CH2:40][CH2:39][C:37]3[CH:36]=[N:35][N:34]([CH:31]([CH3:33])[CH3:32])[CH:38]=3)[CH2:18][CH2:19]2)[N:8]=1)=[O:5], predict the reactants needed to synthesize it. The reactants are: [F:1][C:2]1[CH:23]=[C:22]([F:24])[CH:21]=[C:20]([F:25])[C:3]=1[C:4]([NH:6][C:7]1[CH:12]=[CH:11][CH:10]=[C:9]([O:13][CH:14]2[CH2:19][CH2:18][NH:17][CH2:16][CH2:15]2)[N:8]=1)=[O:5].C([O-])(O)=O.[Na+].[CH:31]([N:34]1[CH:38]=[C:37]([CH2:39][CH2:40]OS(C)(=O)=O)[CH:36]=[N:35]1)([CH3:33])[CH3:32]. (6) Given the product [Br:13][CH2:2][C:1]([C:4]1[CH:8]=[CH:7][S:6][CH:5]=1)=[O:3], predict the reactants needed to synthesize it. The reactants are: [C:1]([C:4]1[CH:8]=[CH:7][S:6][CH:5]=1)(=[O:3])[CH3:2].[Cl-].[Al+3].[Cl-].[Cl-].[Br:13]Br.C(=O)([O-])[O-].[Na+].[Na+].